From a dataset of Reaction yield outcomes from USPTO patents with 853,638 reactions. Predict the reaction yield, written as a fraction of the theoretical maximum amount of product (1.0 means a 100% yield; for example, 0.34 means a 34% yield). (1) The reactants are [CH2:12]([Sn]([CH2:12][CH2:13][CH2:14][CH3:15])([CH2:12][CH2:13][CH2:14][CH3:15])C=C)[CH2:13][CH2:14][CH3:15].BrC1[CH:32]=[CH:31][C:20]([CH2:21][CH2:22][NH:23][C:24](=[O:30])[O:25][C:26]([CH3:29])([CH3:28])[CH3:27])=[CH:19]C=1.[CH3:33]N(C=O)C. The catalyst is C1C=CC([P]([Pd]([P](C2C=CC=CC=2)(C2C=CC=CC=2)C2C=CC=CC=2)([P](C2C=CC=CC=2)(C2C=CC=CC=2)C2C=CC=CC=2)[P](C2C=CC=CC=2)(C2C=CC=CC=2)C2C=CC=CC=2)(C2C=CC=CC=2)C2C=CC=CC=2)=CC=1. The product is [CH3:33][N:23]([CH2:22][CH2:21][C:20]1[CH:19]=[CH:12][C:13]([CH:14]=[CH2:15])=[CH:32][CH:31]=1)[C:24](=[O:30])[O:25][C:26]([CH3:27])([CH3:28])[CH3:29]. The yield is 0.840. (2) The reactants are [Cl:1][C:2]1[CH:3]=[C:4]2[C:9](=[CH:10][C:11]=1[O:12][C:13]1[CH:21]=[CH:20][C:16]([C:17]([OH:19])=O)=[CH:15][CH:14]=1)[O:8][CH2:7][CH2:6][CH:5]2[C:22]([O:24][CH2:25][CH3:26])=[O:23].[CH2:27]([NH2:35])[CH2:28][C:29]1[CH:34]=[CH:33][CH:32]=[CH:31][CH:30]=1.C(N(CC)C(C)C)(C)C. The catalyst is CN(C)C=O.O. The product is [Cl:1][C:2]1[CH:3]=[C:4]2[C:9](=[CH:10][C:11]=1[O:12][C:13]1[CH:14]=[CH:15][C:16]([C:17](=[O:19])[NH:35][CH2:27][CH2:28][C:29]3[CH:34]=[CH:33][CH:32]=[CH:31][CH:30]=3)=[CH:20][CH:21]=1)[O:8][CH2:7][CH2:6][CH:5]2[C:22]([O:24][CH2:25][CH3:26])=[O:23]. The yield is 0.930. (3) The reactants are C(O[CH:4](OCC)[C:5](=[NH:8])OC)C.[CH3:12][C:13]1[CH:14]=[CH:15][C:16]([CH2:19][NH2:20])=[CH:17][CH:18]=1. The catalyst is CO. The product is [CH3:12][C:13]1[CH:14]=[C:15]2[C:4](=[CH:17][CH:18]=1)[CH:5]=[N:8][C:19]([NH2:20])=[CH:16]2. The yield is 0.630. (4) The reactants are B(Br)(Br)Br.[Cl:5][C:6]1[C:7]([O:19]C)=[CH:8][C:9]([CH3:18])=[C:10]([CH2:12][C:13]([O:15][CH2:16][CH3:17])=[O:14])[CH:11]=1. The catalyst is ClCCl. The product is [Cl:5][C:6]1[C:7]([OH:19])=[CH:8][C:9]([CH3:18])=[C:10]([CH2:12][C:13]([O:15][CH2:16][CH3:17])=[O:14])[CH:11]=1. The yield is 0.722. (5) The reactants are [CH2:1]([N:8]1[CH2:13][CH2:12][CH:11]([N:14]2[CH:22]=[N:21][C:20]3[C:15]2=[N:16][C:17](Cl)=[N:18][C:19]=3[N:23]2[CH2:28][CH2:27][O:26][CH2:25][CH2:24]2)[CH2:10][CH2:9]1)[C:2]1[CH:7]=[CH:6][CH:5]=[CH:4][CH:3]=1.C([O-])([O-])=O.[Na+].[Na+].CC1(C)C(C)(C)OB([C:44]2[CH:45]=[C:46]([CH:50]=[O:51])[CH:47]=[N:48][CH:49]=2)O1. The catalyst is C1C=CC([P]([Pd]([P](C2C=CC=CC=2)(C2C=CC=CC=2)C2C=CC=CC=2)([P](C2C=CC=CC=2)(C2C=CC=CC=2)C2C=CC=CC=2)[P](C2C=CC=CC=2)(C2C=CC=CC=2)C2C=CC=CC=2)(C2C=CC=CC=2)C2C=CC=CC=2)=CC=1. The product is [CH2:1]([N:8]1[CH2:13][CH2:12][CH:11]([N:14]2[CH:22]=[N:21][C:20]3[C:15]2=[N:16][C:17]([C:44]2[CH:49]=[N:48][CH:47]=[C:46]([CH:45]=2)[CH:50]=[O:51])=[N:18][C:19]=3[N:23]2[CH2:28][CH2:27][O:26][CH2:25][CH2:24]2)[CH2:10][CH2:9]1)[C:2]1[CH:7]=[CH:6][CH:5]=[CH:4][CH:3]=1. The yield is 0.800.